From a dataset of Forward reaction prediction with 1.9M reactions from USPTO patents (1976-2016). Predict the product of the given reaction. (1) Given the reactants [F:1][C:2]([F:34])([F:33])[C:3]1[CH:28]=[C:27]([C:29]([F:32])([F:31])[F:30])[CH:26]=[CH:25][C:4]=1[CH2:5][O:6][C:7]1[CH:12]=[CH:11][C:10](/[CH:13]=[C:14]2\[NH:15][C:16](=[O:22])[N:17]([CH2:20][CH3:21])[C:18]\2=[NH:19])=[CH:9][C:8]=1[O:23][CH3:24].Cl.[CH2:36](N)[C:37]1[CH:42]=[CH:41][CH:40]=[CH:39][CH:38]=1, predict the reaction product. The product is: [CH2:36](/[N:19]=[C:18]1\[C:14](=[CH:13]\[C:10]2[CH:11]=[CH:12][C:7]([O:6][CH2:5][C:4]3[CH:25]=[CH:26][C:27]([C:29]([F:31])([F:30])[F:32])=[CH:28][C:3]=3[C:2]([F:1])([F:33])[F:34])=[C:8]([O:23][CH3:24])[CH:9]=2)\[NH:15][C:16](=[O:22])[N:17]\1[CH2:20][CH3:21])[C:37]1[CH:42]=[CH:41][CH:40]=[CH:39][CH:38]=1. (2) Given the reactants [Br:1][C:2]1[CH:7]=[CH:6][C:5]([O:8][CH3:9])=[CH:4][C:3]=1[CH2:10]Br.[OH-:12].[K+], predict the reaction product. The product is: [Br:1][C:2]1[CH:7]=[CH:6][C:5]([O:8][CH3:9])=[CH:4][C:3]=1[CH2:10][CH:4]([CH3:3])[C:5]([OH:8])=[O:12]. (3) The product is: [F:23][C:24]1[N:25]=[C:26]([C:2]2[N:7]=[CH:6][N:5]=[C:4]([NH:8][C@H:9]3[CH2:14][CH2:13][C@H:12]([NH:15][C:16](=[O:22])[O:17][C:18]([CH3:21])([CH3:20])[CH3:19])[CH2:11][CH2:10]3)[CH:3]=2)[CH:27]=[CH:28][CH:29]=1. Given the reactants Cl[C:2]1[N:7]=[CH:6][N:5]=[C:4]([NH:8][C@H:9]2[CH2:14][CH2:13][C@H:12]([NH:15][C:16](=[O:22])[O:17][C:18]([CH3:21])([CH3:20])[CH3:19])[CH2:11][CH2:10]2)[CH:3]=1.[F:23][C:24]1[CH:29]=[CH:28][CH:27]=[C:26](B2OC(C)(C)C(C)(C)O2)[N:25]=1.C(=O)([O-])[O-].[Na+].[Na+].CCOC(C)=O, predict the reaction product. (4) Given the reactants [F:1][C:2]1[C:10]2[O:9][CH2:8][CH2:7][C:6]=2[CH:5]=[C:4]([NH2:11])[CH:3]=1.Cl.N([O-])=O.[Na+].[Cl-].F[C:19]1[C:23]2C=CC=[CH:27][C:22]=2[O:21][C:20]=1[N+:28]#N.C([O-])([O-])=O.[Na+].[Na+].C(OC(C1CC(C)C[NH:43]C1=O)=O)C.[OH-].[K+], predict the reaction product. The product is: [F:1][C:2]1[C:10]2[O:9][CH2:8][CH2:7][C:6]=2[CH:5]=[C:4]([NH:11][N:43]=[C:19]2[CH2:23][CH2:22][CH2:27][NH:28][C:20]2=[O:21])[CH:3]=1. (5) The product is: [CH3:35][N:33]([CH3:34])[S:30]([C:27]1[CH:26]=[CH:25][C:24]([CH2:23][NH:22][C:20]([C:4]2[C:5](=[O:19])[N:6]([C:9]3[CH:14]=[CH:13][CH:12]=[C:11]([C:15]([F:18])([F:17])[F:16])[CH:10]=3)[C:7]([CH3:8])=[CH:2][CH:3]=2)=[O:21])=[CH:29][CH:28]=1)(=[O:31])=[O:32]. Given the reactants Cl[C:2]1[CH:3]=[C:4]([C:20]([NH:22][CH2:23][C:24]2[CH:29]=[CH:28][C:27]([S:30]([N:33]([CH3:35])[CH3:34])(=[O:32])=[O:31])=[CH:26][CH:25]=2)=[O:21])[C:5](=[O:19])[N:6]([C:9]2[CH:14]=[CH:13][CH:12]=[C:11]([C:15]([F:18])([F:17])[F:16])[CH:10]=2)[C:7]=1[CH3:8].C([O-])=O.[NH4+], predict the reaction product.